Predict the reactants needed to synthesize the given product. From a dataset of Full USPTO retrosynthesis dataset with 1.9M reactions from patents (1976-2016). Given the product [ClH:32].[NH2:8][C:9]1([CH2:17][CH2:18][CH2:19][CH2:20][NH:21][C:22](=[O:31])[O:23][CH2:24][C:25]2[CH:26]=[CH:27][CH:28]=[CH:29][CH:30]=2)[CH2:14][CH2:13][C:12](=[O:15])[NH:11][C:10]1=[O:16], predict the reactants needed to synthesize it. The reactants are: C(=[N:8][C:9]1([CH2:17][CH2:18][CH2:19][CH2:20][NH:21][C:22](=[O:31])[O:23][CH2:24][C:25]2[CH:30]=[CH:29][CH:28]=[CH:27][CH:26]=2)[CH2:14][CH2:13][C:12](=[O:15])[NH:11][C:10]1=[O:16])C1C=CC=CC=1.[ClH:32].